This data is from Clinical trial toxicity outcomes and FDA approval status for drugs. The task is: Regression/Classification. Given a drug SMILES string, predict its toxicity properties. Task type varies by dataset: regression for continuous values (e.g., LD50, hERG inhibition percentage) or binary classification for toxic/non-toxic outcomes (e.g., AMES mutagenicity, cardiotoxicity, hepatotoxicity). Dataset: clintox. The result is 0 (passed clinical trial). The compound is Nc1cc[nH+]cc1.